This data is from Forward reaction prediction with 1.9M reactions from USPTO patents (1976-2016). The task is: Predict the product of the given reaction. (1) Given the reactants [CH:1]1[C:11]2[CH2:10][CH2:9][C:8]3[CH:12]=[CH:13][CH:14]=[CH:15][C:7]=3[NH:6][C:5]=2[CH:4]=[CH:3][CH:2]=1.[NH2-].[Na+].[CH2:18]([C@@H:20]1[O:22][CH2:21]1)Cl.Cl, predict the reaction product. The product is: [O:22]1[CH2:21][C@@H:20]1[CH2:18][N:6]1[C:7]2[CH:15]=[CH:14][CH:13]=[CH:12][C:8]=2[CH2:9][CH2:10][C:11]2[CH:1]=[CH:2][CH:3]=[CH:4][C:5]1=2. (2) Given the reactants [NH2:1][C:2]1([CH2:7][OH:8])[CH2:6][CH2:5][CH2:4][CH2:3]1.[F:9][C:10]1[CH:26]=[CH:25][C:13]([CH2:14][N:15]2[C:23]3[C:18](=[N:19][CH:20]=[CH:21][CH:22]=3)[C:17](I)=[CH:16]2)=[CH:12][CH:11]=1.CC1(C)C2C(=C(P(C3C=CC=CC=3)C3C=CC=CC=3)C=CC=2)[O:48][C:30]2C(P(C3C=CC=CC=3)C3C=CC=CC=3)=CC=CC1=2, predict the reaction product. The product is: [F:9][C:10]1[CH:26]=[CH:25][C:13]([CH2:14][N:15]2[C:23]3[C:18](=[N:19][CH:20]=[CH:21][CH:22]=3)[C:17]([C:30]([NH:1][C:2]3([CH2:7][OH:8])[CH2:6][CH2:5][CH2:4][CH2:3]3)=[O:48])=[CH:16]2)=[CH:12][CH:11]=1. (3) Given the reactants Br[C:2]1[CH:7]=[CH:6][CH:5]=[C:4]([Cl:8])[C:3]=1[F:9].C([Li])CCCCC.[C:17]([N:24]1[CH2:28][CH2:27][C:26](=[O:29])[CH2:25]1)([O:19][C:20]([CH3:23])([CH3:22])[CH3:21])=[O:18], predict the reaction product. The product is: [Cl:8][C:4]1[C:3]([F:9])=[C:2]([C:26]2([OH:29])[CH2:27][CH2:28][N:24]([C:17]([O:19][C:20]([CH3:22])([CH3:21])[CH3:23])=[O:18])[CH2:25]2)[CH:7]=[CH:6][CH:5]=1.